From a dataset of HIV replication inhibition screening data with 41,000+ compounds from the AIDS Antiviral Screen. Binary Classification. Given a drug SMILES string, predict its activity (active/inactive) in a high-throughput screening assay against a specified biological target. The drug is CC(=O)OC1CC2C(=C[N+](=O)[O-])C(=O)C1(C)C2(C)C. The result is 0 (inactive).